This data is from Full USPTO retrosynthesis dataset with 1.9M reactions from patents (1976-2016). The task is: Predict the reactants needed to synthesize the given product. Given the product [Cl:8][C:3]1[C:2]([CH:19]([CH3:21])[CH3:23])=[CH:7][CH:6]=[CH:5][N:4]=1, predict the reactants needed to synthesize it. The reactants are: N[C:2]1[C:3]([Cl:8])=[N:4][CH:5]=[CH:6][CH:7]=1.[BH-](O[C:19]([CH3:21])=O)(OC(C)=O)OC(C)=O.[Na+].[C:23](=O)([O-])[O-].[K+].[K+].